This data is from Full USPTO retrosynthesis dataset with 1.9M reactions from patents (1976-2016). The task is: Predict the reactants needed to synthesize the given product. (1) Given the product [CH2:1]([O:3][C:4]1[CH:5]=[C:6]([N:10]2[CH:14]=[C:13]([C:15]([OH:17])=[O:16])[N:12]=[C:11]2[C:20]2[CH:25]=[CH:24][C:23]([CH3:26])=[CH:22][C:21]=2[F:27])[CH:7]=[CH:8][CH:9]=1)[CH3:2], predict the reactants needed to synthesize it. The reactants are: [CH2:1]([O:3][C:4]1[CH:5]=[C:6]([N:10]2[CH:14]=[C:13]([C:15]([O:17]CC)=[O:16])[N:12]=[C:11]2[C:20]2[CH:25]=[CH:24][C:23]([CH3:26])=[CH:22][C:21]=2[F:27])[CH:7]=[CH:8][CH:9]=1)[CH3:2].[OH-].[Na+].Cl. (2) Given the product [F:1][C:2]1[CH:3]=[CH:4][C:5]([S:8][CH2:9][CH2:10][CH2:11][C:12]([N:20]([CH2:19][C:18]2[CH:22]=[CH:23][CH:24]=[CH:25][C:17]=2[O:16][CH3:15])[CH3:21])=[O:14])=[CH:6][CH:7]=1, predict the reactants needed to synthesize it. The reactants are: [F:1][C:2]1[CH:7]=[CH:6][C:5]([S:8][CH2:9][CH2:10][CH2:11][C:12]([OH:14])=O)=[CH:4][CH:3]=1.[CH3:15][O:16][C:17]1[CH:25]=[CH:24][CH:23]=[CH:22][C:18]=1[CH2:19][NH:20][CH3:21]. (3) Given the product [CH2:15]([N:14]([CH2:17][C:18]1[CH:19]=[C:20]([C:24]2[CH:29]=[CH:28][N:27]=[C:26]([NH:38][CH2:37][CH2:36][C:32]3[S:31][CH:35]=[CH:34][CH:33]=3)[N:25]=2)[CH:21]=[CH:22][CH:23]=1)[CH:11]1[CH2:10][CH2:9][NH:8][CH2:13][CH2:12]1)[CH3:16], predict the reactants needed to synthesize it. The reactants are: C(OC([N:8]1[CH2:13][CH2:12][CH:11]([N:14]([CH2:17][C:18]2[CH:23]=[CH:22][CH:21]=[C:20]([C:24]3[CH:29]=[CH:28][N:27]=[C:26](Cl)[N:25]=3)[CH:19]=2)[CH2:15][CH3:16])[CH2:10][CH2:9]1)=O)(C)(C)C.[S:31]1[CH:35]=[CH:34][CH:33]=[C:32]1[CH2:36][CH2:37][NH2:38].